This data is from Full USPTO retrosynthesis dataset with 1.9M reactions from patents (1976-2016). The task is: Predict the reactants needed to synthesize the given product. (1) The reactants are: [Cl:1][C:2]1[CH:7]=[CH:6][C:5]([C:8]2[CH:13]=[C:12]([CH3:14])[N:11]=[C:10]([N:15]3[CH:19]=[C:18]([Sn](CCCC)(CCCC)CCCC)[N:17]=[CH:16]3)[N:9]=2)=[CH:4][CH:3]=1.[C:33]([NH:37][S:38]([C:41]1[S:45][C:44](Cl)=[N:43][CH:42]=1)(=[O:40])=[O:39])([CH3:36])([CH3:35])[CH3:34].[F-].[K+].O. Given the product [C:33]([NH:37][S:38]([C:41]1[S:45][C:44]([C:18]2[N:17]=[CH:16][N:15]([C:10]3[N:9]=[C:8]([C:5]4[CH:4]=[CH:3][C:2]([Cl:1])=[CH:7][CH:6]=4)[CH:13]=[C:12]([CH3:14])[N:11]=3)[CH:19]=2)=[N:43][CH:42]=1)(=[O:39])=[O:40])([CH3:36])([CH3:34])[CH3:35], predict the reactants needed to synthesize it. (2) Given the product [S:19]1[C:20]2[CH:26]=[CH:25][CH:24]=[CH:23][C:21]=2[CH:22]=[C:18]1[CH2:17][C:14]1[CH:15]=[CH:16][C:11]([O:10][CH2:78][CH2:77][NH:76][C:79](=[O:71])[CH3:81])=[C:12]([C@@H:27]2[O:56][C@H:55]([CH2:57][O:58][CH2:59][C:60]3[CH:61]=[CH:62][CH:63]=[CH:64][CH:65]=3)[C@@H:46]([O:47][CH2:48][C:49]3[CH:50]=[CH:51][CH:52]=[CH:53][CH:54]=3)[C@H:37]([O:38][CH2:39][C:40]3[CH:45]=[CH:44][CH:43]=[CH:42][CH:41]=3)[C@H:28]2[O:29][CH2:30][C:31]2[CH:32]=[CH:33][CH:34]=[CH:35][CH:36]=2)[CH:13]=1, predict the reactants needed to synthesize it. The reactants are: C(OC(=O)NCC[O:10][C:11]1[CH:16]=[CH:15][C:14]([CH2:17][C:18]2[S:19][C:20]3[CH:26]=[CH:25][CH:24]=[CH:23][C:21]=3[CH:22]=2)=[CH:13][C:12]=1[C@@H:27]1[O:56][C@H:55]([CH2:57][O:58][CH2:59][C:60]2[CH:65]=[CH:64][CH:63]=[CH:62][CH:61]=2)[C@@H:46]([O:47][CH2:48][C:49]2[CH:54]=[CH:53][CH:52]=[CH:51][CH:50]=2)[C@H:37]([O:38][CH2:39][C:40]2[CH:45]=[CH:44][CH:43]=[CH:42][CH:41]=2)[C@H:28]1[O:29][CH2:30][C:31]1[CH:36]=[CH:35][CH:34]=[CH:33][CH:32]=1)(C)(C)C.[I-].[Na+].C(Cl)(=[O:71])C.C([N:76]([CH:79]([CH3:81])C)[CH2:77][CH3:78])(C)C. (3) Given the product [Si:13]([O:8][CH2:7][CH:4]1[CH2:5][CH2:6][NH:1][CH2:2][CH2:3]1)([C:9]([CH3:12])([CH3:11])[CH3:10])([CH3:15])[CH3:14], predict the reactants needed to synthesize it. The reactants are: [NH:1]1[CH2:6][CH2:5][CH:4]([CH2:7][OH:8])[CH2:3][CH2:2]1.[C:9]([Si:13](Cl)([CH3:15])[CH3:14])([CH3:12])([CH3:11])[CH3:10].N1C=CN=C1.C([O-])(O)=O.[Na+].[OH-].[Na+].